From a dataset of Merck oncology drug combination screen with 23,052 pairs across 39 cell lines. Regression. Given two drug SMILES strings and cell line genomic features, predict the synergy score measuring deviation from expected non-interaction effect. Drug 2: O=C(CCCCCCC(=O)Nc1ccccc1)NO. Synergy scores: synergy=12.2. Cell line: UACC62. Drug 1: CC1CC2C3CCC4=CC(=O)C=CC4(C)C3(F)C(O)CC2(C)C1(O)C(=O)CO.